Predict the reactants needed to synthesize the given product. From a dataset of Full USPTO retrosynthesis dataset with 1.9M reactions from patents (1976-2016). Given the product [CH3:23][O:24][C:25]([C:27]1[CH:32]=[CH:31][C:30]([N:33]=[C:34]2[NH:8][C@@H:3]([CH2:4][CH:5]([CH3:7])[CH3:6])[CH2:2][S:35]2)=[C:29]([CH3:36])[CH:28]=1)=[O:26], predict the reactants needed to synthesize it. The reactants are: O[CH2:2][C@@H:3]([NH2:8])[CH2:4][CH:5]([CH3:7])[CH3:6].COC(=O)[C@H](CC(C)C)N.OCCN.[CH3:23][O:24][C:25]([C:27]1[CH:32]=[CH:31][C:30]([N:33]=[C:34]=[S:35])=[C:29]([CH3:36])[CH:28]=1)=[O:26].